From a dataset of Reaction yield outcomes from USPTO patents with 853,638 reactions. Predict the reaction yield, written as a fraction of the theoretical maximum amount of product (1.0 means a 100% yield; for example, 0.34 means a 34% yield). (1) The reactants are [C:1]1([N:7]2[C:12](=[O:13])[C:11]3[S:14][CH:15]=[C:16]([C:17]4[CH:22]=[CH:21][CH:20]=[CH:19][CH:18]=4)[C:10]=3[N:9]=[CH:8]2)[CH:6]=[CH:5][CH:4]=[CH:3][CH:2]=1.NC1C(C2C=CC=[C:31]([O:35]C)C=2)=CSC=1C(OC)=O.[CH:41](OCC)(OCC)[O:42]CC.COC1C=CC(N)=CC=1. The catalyst is C(O)(=O)C. The product is [CH3:31][O:35][C:21]1[CH:22]=[C:17]([C:16]2[C:10]3[N:9]=[CH:8][N:7]([C:1]4[CH:6]=[CH:5][C:4]([O:42][CH3:41])=[CH:3][CH:2]=4)[C:12](=[O:13])[C:11]=3[S:14][CH:15]=2)[CH:18]=[CH:19][CH:20]=1. The yield is 0.512. (2) The reactants are [F:1][C:2]1[CH:3]=[C:4]([C:8]2[CH:9]=[C:10]([CH2:15][NH:16][C:17]3[C:18]([CH3:25])=[C:19]([OH:24])[CH:20]=[CH:21][C:22]=3[CH3:23])[CH:11]=[C:12]([CH3:14])[CH:13]=2)[CH:5]=[CH:6][CH:7]=1.C([O-])([O-])=O.[Cs+].[Cs+].Br[CH2:33][C:34]([O:36][CH:37]([CH3:39])[CH3:38])=[O:35].O. The catalyst is CN(C=O)C. The product is [F:1][C:2]1[CH:3]=[C:4]([C:8]2[CH:9]=[C:10]([CH2:15][NH:16][C:17]3[C:18]([CH3:25])=[C:19]([CH:20]=[CH:21][C:22]=3[CH3:23])[O:24][CH2:33][C:34]([O:36][CH:37]([CH3:39])[CH3:38])=[O:35])[CH:11]=[C:12]([CH3:14])[CH:13]=2)[CH:5]=[CH:6][CH:7]=1. The yield is 0.690.